From a dataset of Full USPTO retrosynthesis dataset with 1.9M reactions from patents (1976-2016). Predict the reactants needed to synthesize the given product. The reactants are: [CH3:1][O:2][C:3]1[CH:47]=[CH:46][CH:45]=[CH:44][C:4]=1[CH2:5][O:6][CH2:7][CH2:8][CH2:9][O:10][C:11]1[CH:16]=[CH:15][C:14]([CH:17]2[CH2:22][CH2:21][N:20]([C:23]([O:25][C:26]([CH3:29])([CH3:28])[CH3:27])=[O:24])[CH2:19][CH:18]2[O:30][CH2:31][CH2:32][O:33]S(C2C=CC(C)=CC=2)(=O)=O)=[CH:13][CH:12]=1.O[C:49]1[C:54]([CH3:55])=[CH:53][CH:52]=[CH:51][C:50]=1[CH2:56][CH2:57][NH:58][C:59](=[O:61])[CH3:60]. Given the product [C:59]([NH:58][CH2:57][CH2:56][C:50]1[CH:51]=[CH:52][CH:53]=[C:54]([CH3:55])[C:49]=1[O:33][CH2:32][CH2:31][O:30][CH:18]1[CH:17]([C:14]2[CH:13]=[CH:12][C:11]([O:10][CH2:9][CH2:8][CH2:7][O:6][CH2:5][C:4]3[CH:44]=[CH:45][CH:46]=[CH:47][C:3]=3[O:2][CH3:1])=[CH:16][CH:15]=2)[CH2:22][CH2:21][N:20]([C:23]([O:25][C:26]([CH3:29])([CH3:28])[CH3:27])=[O:24])[CH2:19]1)(=[O:61])[CH3:60], predict the reactants needed to synthesize it.